The task is: Predict the product of the given reaction.. This data is from Forward reaction prediction with 1.9M reactions from USPTO patents (1976-2016). (1) Given the reactants [NH2:1][C:2]1[CH:10]=[CH:9][C:5]([C:6]([OH:8])=[O:7])=[C:4]([OH:11])[CH:3]=1.O.[C:13](OC(=O)C)(=[O:15])[CH3:14], predict the reaction product. The product is: [C:13]([NH:1][C:2]1[CH:10]=[CH:9][C:5]([C:6]([OH:8])=[O:7])=[C:4]([OH:11])[CH:3]=1)(=[O:15])[CH3:14]. (2) Given the reactants [OH:1][C:2]1[C:10]2[NH:9][C:8]([CH2:11][O:12][C:13]3[CH:18]=[CH:17][C:16]([Cl:19])=[CH:15][CH:14]=3)=[N:7][C:6]=2[CH:5]=[CH:4][CH:3]=1.[H-].[Na+].[C:22]([O:26][C:27]([N:29]1[CH2:34][CH2:33][CH:32]([CH2:35][CH2:36][CH2:37][CH2:38][CH2:39]Br)[CH2:31][CH2:30]1)=[O:28])([CH3:25])([CH3:24])[CH3:23], predict the reaction product. The product is: [Cl:19][C:16]1[CH:17]=[CH:18][C:13]([O:12][CH2:11][C:8]2[N:7]([CH2:39][CH2:38][CH2:37][CH2:36][CH2:35][CH:32]3[CH2:33][CH2:34][N:29]([C:27]([O:26][C:22]([CH3:25])([CH3:24])[CH3:23])=[O:28])[CH2:30][CH2:31]3)[C:6]3[CH:5]=[CH:4][CH:3]=[C:2]([O:1][CH2:39][CH2:38][CH2:37][CH2:36][CH2:35][CH:32]4[CH2:33][CH2:34][N:29]([C:27]([O:26][C:22]([CH3:23])([CH3:25])[CH3:24])=[O:28])[CH2:30][CH2:31]4)[C:10]=3[N:9]=2)=[CH:14][CH:15]=1. (3) Given the reactants [CH3:1]N(C=O)C.[CH3:6][O:7][C:8](=[O:36])[N:9]=[C:10]([S:34][CH3:35])[C:11]([C:25]1[CH:30]=[C:29]([CH2:31][OH:32])[CH:28]=[C:27]([OH:33])[CH:26]=1)=[N:12][C:13]1[CH:18]=[CH:17][C:16]([C:19]2[N:23]=[C:22]([CH3:24])[O:21][N:20]=2)=[CH:15][CH:14]=1.C(=O)([O-])[O-].[K+].[K+].CI, predict the reaction product. The product is: [CH3:6][O:7][C:8](=[O:36])[N:9]=[C:10]([S:34][CH3:35])[C:11]([C:25]1[CH:26]=[C:27]([O:33][CH3:1])[CH:28]=[C:29]([CH2:31][OH:32])[CH:30]=1)=[N:12][C:13]1[CH:18]=[CH:17][C:16]([C:19]2[N:23]=[C:22]([CH3:24])[O:21][N:20]=2)=[CH:15][CH:14]=1. (4) Given the reactants [NH2:1][CH:2]([C:11]1[C:16]([O:17][CH3:18])=[CH:15][CH:14]=[CH:13][C:12]=1[O:19][CH3:20])[CH2:3][CH:4]([CH3:10])[C:5]([O:7]CC)=O.[CH:21]([O:24][C:25]1[CH:32]=[CH:31][C:28]([CH:29]=O)=[CH:27][CH:26]=1)([CH3:23])[CH3:22], predict the reaction product. The product is: [CH3:18][O:17][C:16]1[CH:15]=[CH:14][CH:13]=[C:12]([O:19][CH3:20])[C:11]=1[CH:2]1[N:1]([CH2:29][C:28]2[CH:31]=[CH:32][C:25]([O:24][CH:21]([CH3:23])[CH3:22])=[CH:26][CH:27]=2)[C:5](=[O:7])[CH:4]([CH3:10])[CH2:3]1.